The task is: Predict which catalyst facilitates the given reaction.. This data is from Catalyst prediction with 721,799 reactions and 888 catalyst types from USPTO. (1) Reactant: [F:1][C:2]([F:32])([F:31])[CH2:3][CH2:4][CH2:5][C:6]1[CH:11]=[CH:10][C:9]([C:12]2[CH:17]=[CH:16][C:15]([S:18]([C:21]3([C:27]([NH:29][OH:30])=[O:28])CCO[CH2:23][CH2:22]3)(=[O:20])=[O:19])=[CH:14][CH:13]=2)=[CH:8][CH:7]=1.ON1C2C=CC=CC=2N=N1.C([N:45]([CH2:48][CH3:49])[CH2:46][CH3:47])C.Cl.CN(C)CCCN=C=NCC.[O:62]1[CH2:67][CH2:66][CH2:65][CH2:64][CH:63]1ON.CN(C)[CH:72]=[O:73]. Product: [O:62]1[CH2:67][CH2:66][CH2:65][CH2:64][CH:63]1[O:30][NH:29][C:27]([C:21]1([S:18]([C:15]2[CH:14]=[CH:13][C:12]([C:9]3[CH:8]=[CH:7][C:6]([CH2:5][CH2:4][CH2:3][C:2]([F:31])([F:32])[F:1])=[CH:11][CH:10]=3)=[CH:17][CH:16]=2)(=[O:19])=[O:20])[CH2:49][CH2:48][N:45]([CH2:46][CH2:47][O:73][CH3:72])[CH2:23][CH2:22]1)=[O:28]. The catalyst class is: 192. (2) Reactant: [C:1]([OH:9])(=[O:8])[C:2]1[CH:7]=[CH:6][CH:5]=[CH:4][CH:3]=1.C(#N)C.[Ag:13]=O. Product: [Ag:13].[C:1]([OH:9])(=[O:8])[C:2]1[CH:7]=[CH:6][CH:5]=[CH:4][CH:3]=1. The catalyst class is: 310. (3) Reactant: [Br:1][C:2]1[C:7]([F:8])=[C:6]([OH:9])[C:5]([NH:10][C:11](=[O:24])[C:12]([CH3:23])([CH3:22])[CH2:13][O:14]CC2C=CC=CC=2)=[C:4]([C:25]#[N:26])[C:3]=1[CH3:27].[H][H]. Product: [Br:1][C:2]1[C:7]([F:8])=[C:6]([OH:9])[C:5]([NH:10][C:11](=[O:24])[C:12]([CH3:23])([CH3:22])[CH2:13][OH:14])=[C:4]([C:25]#[N:26])[C:3]=1[CH3:27]. The catalyst class is: 13.